From a dataset of NCI-60 drug combinations with 297,098 pairs across 59 cell lines. Regression. Given two drug SMILES strings and cell line genomic features, predict the synergy score measuring deviation from expected non-interaction effect. (1) Drug 1: CCC1(CC2CC(C3=C(CCN(C2)C1)C4=CC=CC=C4N3)(C5=C(C=C6C(=C5)C78CCN9C7C(C=CC9)(C(C(C8N6C=O)(C(=O)OC)O)OC(=O)C)CC)OC)C(=O)OC)O.OS(=O)(=O)O. Drug 2: C1=CC=C(C=C1)NC(=O)CCCCCCC(=O)NO. Cell line: ACHN. Synergy scores: CSS=7.04, Synergy_ZIP=-0.767, Synergy_Bliss=5.70, Synergy_Loewe=-0.713, Synergy_HSA=0.799. (2) Drug 1: C1=CN(C=N1)CC(O)(P(=O)(O)O)P(=O)(O)O. Drug 2: CC1C(C(CC(O1)OC2CC(CC3=C2C(=C4C(=C3O)C(=O)C5=CC=CC=C5C4=O)O)(C(=O)C)O)N)O. Cell line: SK-MEL-2. Synergy scores: CSS=25.8, Synergy_ZIP=1.76, Synergy_Bliss=4.95, Synergy_Loewe=-13.7, Synergy_HSA=1.69. (3) Drug 1: COC1=C(C=C2C(=C1)N=CN=C2NC3=CC(=C(C=C3)F)Cl)OCCCN4CCOCC4. Drug 2: CC1=CC=C(C=C1)C2=CC(=NN2C3=CC=C(C=C3)S(=O)(=O)N)C(F)(F)F. Cell line: RPMI-8226. Synergy scores: CSS=12.5, Synergy_ZIP=0.644, Synergy_Bliss=1.89, Synergy_Loewe=-10.3, Synergy_HSA=-0.0947. (4) Drug 1: CC12CCC(CC1=CCC3C2CCC4(C3CC=C4C5=CN=CC=C5)C)O. Drug 2: C1CN1P(=S)(N2CC2)N3CC3. Cell line: KM12. Synergy scores: CSS=15.1, Synergy_ZIP=-6.11, Synergy_Bliss=-1.85, Synergy_Loewe=-4.42, Synergy_HSA=-2.27. (5) Drug 1: CCC1(CC2CC(C3=C(CCN(C2)C1)C4=CC=CC=C4N3)(C5=C(C=C6C(=C5)C78CCN9C7C(C=CC9)(C(C(C8N6C)(C(=O)OC)O)OC(=O)C)CC)OC)C(=O)OC)O.OS(=O)(=O)O. Drug 2: COCCOC1=C(C=C2C(=C1)C(=NC=N2)NC3=CC=CC(=C3)C#C)OCCOC.Cl. Cell line: NCI-H322M. Synergy scores: CSS=26.6, Synergy_ZIP=1.80, Synergy_Bliss=2.22, Synergy_Loewe=0.794, Synergy_HSA=1.10. (6) Drug 1: CCCS(=O)(=O)NC1=C(C(=C(C=C1)F)C(=O)C2=CNC3=C2C=C(C=N3)C4=CC=C(C=C4)Cl)F. Drug 2: CS(=O)(=O)C1=CC(=C(C=C1)C(=O)NC2=CC(=C(C=C2)Cl)C3=CC=CC=N3)Cl. Cell line: SK-MEL-2. Synergy scores: CSS=7.44, Synergy_ZIP=3.15, Synergy_Bliss=9.31, Synergy_Loewe=2.27, Synergy_HSA=3.75.